From a dataset of Reaction yield outcomes from USPTO patents with 853,638 reactions. Predict the reaction yield, written as a fraction of the theoretical maximum amount of product (1.0 means a 100% yield; for example, 0.34 means a 34% yield). (1) The yield is 0.820. The reactants are O[CH2:2][CH:3]1C(CO)CC=CC1.Cl[C:12]1C=CC=C(C(OO)=O)[CH:13]=1.[OH:22][CH2:23][CH:24]1[CH:29]([CH2:30][OH:31])[CH2:28][CH:27]2[O:32][CH:26]2[CH2:25]1.C(=O)([O-])[O-].[Na+].[Na+].C(O)(=O)CC.C(OC=C)(=O)C. The product is [CH:2]([O:22][CH2:23][CH:24]1[CH:29]([CH2:30][O:31][CH:12]=[CH2:13])[CH2:28][CH:27]2[O:32][CH:26]2[CH2:25]1)=[CH2:3]. The catalyst is C1(C)C=CC=CC=1. (2) The reactants are C([O:3][C:4]([C:6]1[O:7][C:8]2[CH:15]=[CH:14][C:13]([Br:16])=[C:12]([O:17][CH3:18])[C:9]=2[C:10]=1[CH3:11])=[O:5])C.[Li+].[OH-]. The catalyst is C1COCC1. The product is [Br:16][C:13]1[CH:14]=[CH:15][C:8]2[O:7][C:6]([C:4]([OH:5])=[O:3])=[C:10]([CH3:11])[C:9]=2[C:12]=1[O:17][CH3:18]. The yield is 1.00. (3) The reactants are [CH:1]1([CH2:10][OH:11])[C:9]2[C:4](=[CH:5][CH:6]=[CH:7][CH:8]=2)[CH2:3][CH2:2]1.Cl[C:13]1[N:14]=[C:15]([OH:23])[C:16]2[CH:22]=[CH:21][N:20]=[CH:19][C:17]=2[N:18]=1. No catalyst specified. The product is [CH:1]1([CH2:10][O:11][C:13]2[N:14]=[C:15]([OH:23])[C:16]3[CH:22]=[CH:21][N:20]=[CH:19][C:17]=3[N:18]=2)[C:9]2[C:4](=[CH:5][CH:6]=[CH:7][CH:8]=2)[CH2:3][CH2:2]1. The yield is 0.0600.